From a dataset of Forward reaction prediction with 1.9M reactions from USPTO patents (1976-2016). Predict the product of the given reaction. (1) Given the reactants [Cl:1][C:2]1[N:11]2[C:5]([C:6](=[C:16]3[CH2:21][CH2:20][N:19](C(OCC)=O)[CH2:18][CH2:17]3)[C:7]3[CH:15]=[CH:14][CH:13]=[CH:12][C:8]=3[CH2:9][CH2:10]2)=[N:4][CH:3]=1.[OH-].[K+], predict the reaction product. The product is: [Cl:1][C:2]1[N:11]2[C:5]([C:6](=[C:16]3[CH2:21][CH2:20][NH:19][CH2:18][CH2:17]3)[C:7]3[CH:15]=[CH:14][CH:13]=[CH:12][C:8]=3[CH2:9][CH2:10]2)=[N:4][CH:3]=1. (2) Given the reactants [C:1]1([C:7]2[CH:8]=[C:9]([CH:12]=[O:13])[S:10][CH:11]=2)[CH:6]=[CH:5][CH:4]=[CH:3][CH:2]=1.S(=O)(=O)([OH:16])N.Cl([O-])=O.[Na+], predict the reaction product. The product is: [C:1]1([C:7]2[CH:8]=[C:9]([C:12]([OH:16])=[O:13])[S:10][CH:11]=2)[CH:2]=[CH:3][CH:4]=[CH:5][CH:6]=1. (3) Given the reactants Br[CH2:2][C:3]1[CH:4]=[CH:5][C:6]2[N:7]=[C:8]([Cl:19])[N:9]=[C:10]([N:13]3[CH2:18][CH2:17][O:16][CH2:15][CH2:14]3)[C:11]=2[N:12]=1.[NH:20]1[CH2:25][CH2:24][CH:23]([C:26]([OH:29])([CH3:28])[CH3:27])[CH2:22][CH2:21]1, predict the reaction product. The product is: [Cl:19][C:8]1[N:9]=[C:10]([N:13]2[CH2:18][CH2:17][O:16][CH2:15][CH2:14]2)[C:11]2[N:12]=[C:3]([CH2:2][N:20]3[CH2:25][CH2:24][CH:23]([C:26]([OH:29])([CH3:28])[CH3:27])[CH2:22][CH2:21]3)[CH:4]=[CH:5][C:6]=2[N:7]=1. (4) The product is: [Cl:1][C:2]1[C:7]([F:8])=[C:6]([CH2:20][OH:21])[CH:5]=[CH:4][N:3]=1. Given the reactants [Cl:1][C:2]1[C:7]([F:8])=[CH:6][CH:5]=[CH:4][N:3]=1.C([N-]C(C)C)(C)C.[Li+].CN([CH:20]=[O:21])C.[BH4-].[Na+], predict the reaction product. (5) Given the reactants Cl.[CH3:2][O:3][C@@H:4]1[CH2:8][CH2:7][NH:6][CH2:5]1.Br[C:10]1[N:21]([CH2:22][CH2:23][CH:24]2[CH2:29][CH2:28][CH2:27][CH2:26][CH2:25]2)[C:13]2[N:14]=[C:15]([C:19]#[N:20])[N:16]=[C:17](C)[C:12]=2[CH:11]=1.[C:30](=O)([O-])[O-].[K+].[K+], predict the reaction product. The product is: [CH:24]1([CH2:23][CH2:22][N:21]2[C:13]3[N:14]=[C:15]([C:19]#[N:20])[N:16]=[CH:17][C:12]=3[CH:11]=[C:10]2[CH2:30][N:6]2[CH2:7][CH2:8][C@@H:4]([O:3][CH3:2])[CH2:5]2)[CH2:25][CH2:26][CH2:27][CH2:28][CH2:29]1.